From a dataset of Catalyst prediction with 721,799 reactions and 888 catalyst types from USPTO. Predict which catalyst facilitates the given reaction. Reactant: Cl[C:2]1C=[CH:6][CH:5]=[C:4]([C:8]([O:10]O)=O)[CH:3]=1.C=C1CC[N:16]([C:19]([O:21][C:22]([CH3:25])([CH3:24])[CH3:23])=[O:20])CC1. Product: [C:22]([O:21][C:19]([N:16]1[CH2:2][CH2:3][C:4]2([O:10][CH2:8]2)[CH2:5][CH2:6]1)=[O:20])([CH3:25])([CH3:24])[CH3:23]. The catalyst class is: 2.